From a dataset of Catalyst prediction with 721,799 reactions and 888 catalyst types from USPTO. Predict which catalyst facilitates the given reaction. (1) Reactant: [CH3:1][O:2][C:3]1[CH:4]=[C:5]2[C:10](=[CH:11][C:12]=1[O:13][CH3:14])[N:9]=[CH:8][CH:7]=[C:6]2[O:15][C:16]1[CH:22]=[CH:21][C:19]([NH2:20])=[C:18]([F:23])[CH:17]=1.ClC(Cl)(O[C:28](=[O:34])OC(Cl)(Cl)Cl)Cl.[CH3:36][NH:37][NH2:38].C(=O)(O)[O-].[Na+]. Product: [CH3:1][O:2][C:3]1[CH:4]=[C:5]2[C:10](=[CH:11][C:12]=1[O:13][CH3:14])[N:9]=[CH:8][CH:7]=[C:6]2[O:15][C:16]1[CH:22]=[CH:21][C:19]([NH:20][C:28]([NH:38][NH:37][CH3:36])=[O:34])=[C:18]([F:23])[CH:17]=1. The catalyst class is: 208. (2) Reactant: Cl.[CH3:2][C@@:3]([S:31]([CH3:34])(=[O:33])=[O:32])([CH2:14][CH2:15][N:16]1[CH:21]=[CH:20][C:19]([C:22]#[C:23][C:24]2[CH:29]=[CH:28][CH:27]=[CH:26][CH:25]=2)=[CH:18][C:17]1=[O:30])[C:4]([NH:6][O:7]C1CCCCO1)=[O:5]. Product: [OH:7][NH:6][C:4](=[O:5])[C@:3]([CH3:2])([S:31]([CH3:34])(=[O:33])=[O:32])[CH2:14][CH2:15][N:16]1[CH:21]=[CH:20][C:19]([C:22]#[C:23][C:24]2[CH:25]=[CH:26][CH:27]=[CH:28][CH:29]=2)=[CH:18][C:17]1=[O:30]. The catalyst class is: 12.